Dataset: Forward reaction prediction with 1.9M reactions from USPTO patents (1976-2016). Task: Predict the product of the given reaction. Given the reactants [ClH:1].Cl.[NH2:3][C:4]1[N:9]=[C:8]([C:10]2[CH:15]=[C:14]([CH3:16])[CH:13]=[CH:12][C:11]=2[OH:17])[CH:7]=[C:6]([CH:18]2[CH2:22][CH2:21][NH:20][CH2:19]2)[N:5]=1.[C:23]1([C:29]2[O:33][CH:32]=[N:31][C:30]=2[C:34](O)=[O:35])[CH:28]=[CH:27][CH:26]=[CH:25][CH:24]=1.ON1C2C=CC=CC=2N=N1.Cl.CN(C)CCCN=C=NCC, predict the reaction product. The product is: [ClH:1].[NH2:3][C:4]1[N:9]=[C:8]([C:10]2[CH:15]=[C:14]([CH3:16])[CH:13]=[CH:12][C:11]=2[OH:17])[CH:7]=[C:6]([CH:18]2[CH2:22][CH2:21][N:20]([C:34]([C:30]3[N:31]=[CH:32][O:33][C:29]=3[C:23]3[CH:24]=[CH:25][CH:26]=[CH:27][CH:28]=3)=[O:35])[CH2:19]2)[N:5]=1.